The task is: Regression. Given a peptide amino acid sequence and an MHC pseudo amino acid sequence, predict their binding affinity value. This is MHC class I binding data.. This data is from Peptide-MHC class I binding affinity with 185,985 pairs from IEDB/IMGT. (1) The peptide sequence is HIDPMWKVL. The MHC is HLA-A25:01 with pseudo-sequence HLA-A25:01. The binding affinity (normalized) is 0.0847. (2) The peptide sequence is ATNDGLIKK. The MHC is HLA-A26:03 with pseudo-sequence HLA-A26:03. The binding affinity (normalized) is 0.0847. (3) The peptide sequence is ILCIEGEQK. The MHC is HLA-A33:01 with pseudo-sequence HLA-A33:01. The binding affinity (normalized) is 0.149.